Predict hERG channel inhibition at various concentrations. From a dataset of hERG Central: cardiac toxicity at 1µM, 10µM, and general inhibition. (1) The drug is O=C(N/N=C/c1ccc[nH]1)c1ccc(COc2cccc3cccnc23)cc1. Results: hERG_inhib (hERG inhibition (general)): blocker. (2) The molecule is O=C(Nc1cccc(-n2cnnn2)c1)C1CCCN(Cc2cccc(C(F)(F)F)c2)C1. Results: hERG_inhib (hERG inhibition (general)): blocker.